This data is from Reaction yield outcomes from USPTO patents with 853,638 reactions. The task is: Predict the reaction yield, written as a fraction of the theoretical maximum amount of product (1.0 means a 100% yield; for example, 0.34 means a 34% yield). The reactants are [C:1](=[O:6])([O:4]C)[O:2][CH3:3].[CH3:7][N:8]([CH3:10])[CH3:9].[CH3:11]O. No catalyst specified. The product is [CH3:3][O:2][C:1](=[O:4])[O-:6].[CH3:7][N+:8]([CH3:11])([CH3:10])[CH3:9]. The yield is 0.802.